Predict which catalyst facilitates the given reaction. From a dataset of Catalyst prediction with 721,799 reactions and 888 catalyst types from USPTO. (1) Reactant: [CH:1]([CH:3]([CH:9]=O)[C:4]([O:6][CH2:7][CH3:8])=[O:5])=O.[NH:11]([C:13]1[N:14]=[C:15]([NH2:31])[C:16]2[N:17]=[CH:18][N:19]([C:29]=2[N:30]=1)[C@@H:20]1[O:28][C@H:25]([CH2:26][OH:27])[C@@H:23]([OH:24])[C@H:21]1[OH:22])[NH2:12]. Product: [OH:22][C@@H:21]1[C@H:23]([OH:24])[C@@H:25]([CH2:26][OH:27])[O:28][C@H:20]1[N:19]1[CH:18]=[N:17][C:16]2[C:29]1=[N:30][C:13]([N:11]1[CH:1]=[C:3]([C:4]([O:6][CH2:7][CH3:8])=[O:5])[CH:9]=[N:12]1)=[N:14][C:15]=2[NH2:31]. The catalyst class is: 41. (2) Reactant: [NH2:1][C:2]1[N:7]=[C:6](Cl)[CH:5]=[C:4]([Cl:9])[N:3]=1.C(O)(=[O:12])C. Product: [NH2:1][C:2]1[NH:7][C:6](=[O:12])[CH:5]=[C:4]([Cl:9])[N:3]=1. The catalyst class is: 74. (3) Reactant: [Cl:1][C:2]1[CH:3]=[C:4]([C:9]2([C:26]([F:29])([F:28])[F:27])[S:13][C:12]3[CH:14]=[CH:15][C:16](OS(C(F)(F)F)(=O)=O)=[CH:17][C:11]=3[CH2:10]2)[CH:5]=[C:6]([Cl:8])[CH:7]=1.C(=O)([O-])[O-].[K+].[K+].[NH2:36][C:37]1[CH:44]=[C:43](B2OC(C)(C)C(C)(C)O2)[CH:42]=[CH:41][C:38]=1[C:39]#[N:40]. Product: [NH2:36][C:37]1[CH:44]=[C:43]([C:16]2[CH:15]=[CH:14][C:12]3[S:13][C:9]([C:4]4[CH:3]=[C:2]([Cl:1])[CH:7]=[C:6]([Cl:8])[CH:5]=4)([C:26]([F:28])([F:27])[F:29])[CH2:10][C:11]=3[CH:17]=2)[CH:42]=[CH:41][C:38]=1[C:39]#[N:40]. The catalyst class is: 108. (4) The catalyst class is: 24. Reactant: C[O:2][C:3]([C:5]1([CH3:33])[O:10][CH2:9][CH:8]([CH2:11][C:12]2[CH:17]=[CH:16][C:15]([O:18][CH2:19][CH2:20][C:21]3[N:22]=[C:23]([C:27]4[CH:32]=[CH:31][CH:30]=[CH:29][CH:28]=4)[O:24][C:25]=3[CH3:26])=[CH:14][CH:13]=2)[CH2:7][O:6]1)=[O:4].[OH-].[Na+]. Product: [CH3:33][C:5]1([C:3]([OH:4])=[O:2])[O:6][CH2:7][CH:8]([CH2:11][C:12]2[CH:13]=[CH:14][C:15]([O:18][CH2:19][CH2:20][C:21]3[N:22]=[C:23]([C:27]4[CH:28]=[CH:29][CH:30]=[CH:31][CH:32]=4)[O:24][C:25]=3[CH3:26])=[CH:16][CH:17]=2)[CH2:9][O:10]1. (5) The catalyst class is: 44. Reactant: Br[C:2]1[C:3]([CH3:12])=[N:4][C:5]([N+:9]([O-:11])=[O:10])=[CH:6][C:7]=1[CH3:8].[Cl:13][C:14]1[CH:19]=[C:18]([OH:20])[CH:17]=[CH:16][N:15]=1.C([O-])([O-])=O.[K+].[K+]. Product: [Cl:13][C:14]1[CH:19]=[C:18]([O:20][C:2]2[C:3]([CH3:12])=[N:4][C:5]([N+:9]([O-:11])=[O:10])=[CH:6][C:7]=2[CH3:8])[CH:17]=[CH:16][N:15]=1. (6) Reactant: [CH3:1][C:2]1[S:6][C:5]([C:7]2[CH:8]=[C:9]([CH:14]=[CH:15][N:16]=2)[C:10](OC)=[O:11])=[N:4][CH:3]=1.[BH4-].[Na+]. Product: [CH3:1][C:2]1[S:6][C:5]([C:7]2[CH:8]=[C:9]([CH2:10][OH:11])[CH:14]=[CH:15][N:16]=2)=[N:4][CH:3]=1. The catalyst class is: 5. (7) Reactant: [C:1]1([CH:7]([O:14][C:15](=[O:29])[C@H]2C[C@H](O)CN2[C:15]([O:14][C:7](C)(C)[CH3:1])=[O:29])C2C=CC=CC=2)C=CC=CC=1.C1(P(C2C=CC=CC=2)C2C=CC=CC=2)C=CC=CC=1.CCOC(/[N:54]=[N:55]/[C:56]([O:58][CH2:59][CH3:60])=[O:57])=O. Product: [N:55]([C:56]([O:58][CH2:59][CH3:60])=[O:57])([C:15]([O:14][CH2:7][CH3:1])=[O:29])[NH2:54]. The catalyst class is: 12. (8) Reactant: [C:1](Cl)(=[O:5])[C:2](Cl)=[O:3].[CH3:7][S:8][C:9]1[CH:25]=[CH:24][CH:23]=[CH:22][C:10]=1[NH:11][C:12]([NH:14][O:15][CH2:16][C:17]([O:19][CH2:20][CH3:21])=[O:18])=[S:13]. Product: [CH3:7][S:8][C:9]1[CH:25]=[CH:24][CH:23]=[CH:22][C:10]=1[N:11]1[C:2](=[O:3])[C:1](=[O:5])[N:14]([O:15][CH2:16][C:17]([O:19][CH2:20][CH3:21])=[O:18])[C:12]1=[S:13]. The catalyst class is: 2. (9) Reactant: [Br:1][C:2]1[CH:11]=[CH:10][C:5]2[N:6]=[C:7]([SH:9])[S:8][C:4]=2[CH:3]=1.Br[CH2:13][CH2:14][F:15].C([O-])([O-])=O.[Cs+].[Cs+].O. Product: [Br:1][C:2]1[CH:11]=[CH:10][C:5]2[N:6]=[C:7]([S:9][CH2:13][CH2:14][F:15])[S:8][C:4]=2[CH:3]=1. The catalyst class is: 37. (10) Reactant: Br[C:2]1[CH:3]=[CH:4][C:5]([N:10]2[CH:14]=[C:13]([CH3:15])[N:12]=[CH:11]2)=[C:6]([CH:9]=1)[C:7]#[N:8].[CH3:16][N:17]1[C:21]([CH3:22])=[N:20][C:19]([NH2:23])=[N:18]1.[O-]C1C=CC=CC=1.[Na+].C1(P(C2C=CC=CC=2)C2C3OC4C(=CC=CC=4P(C4C=CC=CC=4)C4C=CC=CC=4)C(C)(C)C=3C=CC=2)C=CC=CC=1. Product: [CH3:16][N:17]1[C:21]([CH3:22])=[N:20][C:19]([NH:23][C:2]2[CH:3]=[CH:4][C:5]([N:10]3[CH:14]=[C:13]([CH3:15])[N:12]=[CH:11]3)=[C:6]([CH:9]=2)[C:7]#[N:8])=[N:18]1. The catalyst class is: 38.